Binary Classification. Given a drug SMILES string, predict its activity (active/inactive) in a high-throughput screening assay against a specified biological target. From a dataset of M1 muscarinic receptor antagonist screen with 61,756 compounds. (1) The molecule is s1c2c(nc1NC(=O)c1sccc1)ccc(c2)C(OCC)=O. The result is 0 (inactive). (2) The compound is O=C(NC1CCCC1)C(N(c1cc(cc(c1)C)C)C(=O)CNC(=O)c1occc1)c1cccnc1. The result is 0 (inactive).